Task: Predict the product of the given reaction.. Dataset: Forward reaction prediction with 1.9M reactions from USPTO patents (1976-2016) (1) Given the reactants [CH2:1]([C:4]1([CH2:29][CH:30]=[CH2:31])[C:27](=[O:28])[N:7]2[CH2:8][CH2:9][N:10](C(OC(C)(C)C)=O)[CH:11]([C:12]3[CH:17]=[CH:16][C:15]([CH3:18])=[CH:14][C:13]=3[CH3:19])[CH:6]2[CH2:5]1)[CH:2]=[CH2:3].C(O)(C(F)(F)F)=O, predict the reaction product. The product is: [CH2:29]([C:4]1([CH2:1][CH:2]=[CH2:3])[C:27](=[O:28])[N:7]2[CH2:8][CH2:9][NH:10][CH:11]([C:12]3[CH:17]=[CH:16][C:15]([CH3:18])=[CH:14][C:13]=3[CH3:19])[CH:6]2[CH2:5]1)[CH:30]=[CH2:31]. (2) Given the reactants [N:1]1([C:7]2[CH:12]=[CH:11][C:10]([C:13]3[CH:22]=[C:21]4[C:16]([CH:17]=[CH:18][CH:19]=[N:20]4)=[C:15]([NH:23][CH:24]4[CH2:29][CH2:28][CH:27]([NH2:30])[CH2:26][CH2:25]4)[N:14]=3)=[CH:9][CH:8]=2)[CH2:6][CH2:5][O:4][CH2:3][CH2:2]1.C(N(C(C)C)CC)(C)C.[C:40](Cl)(=[O:42])[CH3:41], predict the reaction product. The product is: [N:1]1([C:7]2[CH:12]=[CH:11][C:10]([C:13]3[CH:22]=[C:21]4[C:16]([CH:17]=[CH:18][CH:19]=[N:20]4)=[C:15]([NH:23][CH:24]4[CH2:25][CH2:26][CH:27]([NH:30][C:40](=[O:42])[CH3:41])[CH2:28][CH2:29]4)[N:14]=3)=[CH:9][CH:8]=2)[CH2:6][CH2:5][O:4][CH2:3][CH2:2]1. (3) Given the reactants [NH2:1][C:2]([CH3:6])([CH3:5])[CH2:3][OH:4].[CH:7](OCC)(OCC)OCC.[N-:17]=[N+:18]=[N-:19].[Na+].Cl, predict the reaction product. The product is: [CH3:5][C:2]([N:1]1[CH:7]=[N:19][N:18]=[N:17]1)([CH3:6])[CH2:3][OH:4].